Dataset: Catalyst prediction with 721,799 reactions and 888 catalyst types from USPTO. Task: Predict which catalyst facilitates the given reaction. The catalyst class is: 125. Reactant: CN(C)C1C=CC(N[C:10]2[N:15]=[C:14]([NH:16][CH2:17][C:18]3[O:19][CH:20]=[CH:21][CH:22]=3)[N:13]=[C:12]([O:23][CH2:24][CH3:25])[N:11]=2)=CC=1.[S:27]1[CH:31]=[CH:30][CH:29]=[C:28]1[C:32]1[NH:36][C:35]2[CH:37]=[CH:38][C:39]([NH2:41])=[CH:40][C:34]=2[N:33]=1.CCN(C(C)C)C(C)C.O1CCOCC1. Product: [CH2:24]([O:23][C:12]1[N:13]=[C:14]([NH:16][CH2:17][C:18]2[O:19][CH:20]=[CH:21][CH:22]=2)[N:15]=[C:10]([NH:41][C:39]2[CH:38]=[CH:37][C:35]3[NH:36][C:32]([C:28]4[S:27][CH:31]=[CH:30][CH:29]=4)=[N:33][C:34]=3[CH:40]=2)[N:11]=1)[CH3:25].